From a dataset of Catalyst prediction with 721,799 reactions and 888 catalyst types from USPTO. Predict which catalyst facilitates the given reaction. (1) Reactant: [CH3:1][C:2]1([CH3:14])[C:6]([CH3:8])([CH3:7])[O:5][B:4]([C:9]2[CH:10]=[N:11][NH:12][CH:13]=2)[O:3]1.C(=O)([O-])[O-].[Cs+].[Cs+].[CH2:21](Br)[C:22]1[CH:27]=[CH:26][CH:25]=[CH:24][CH:23]=1. Product: [CH2:21]([N:12]1[CH:13]=[C:9]([B:4]2[O:5][C:6]([CH3:7])([CH3:8])[C:2]([CH3:14])([CH3:1])[O:3]2)[CH:10]=[N:11]1)[C:22]1[CH:27]=[CH:26][CH:25]=[CH:24][CH:23]=1. The catalyst class is: 3. (2) Reactant: [F:1][C:2]1[CH:7]=[CH:6][C:5]([CH2:8][C:9]([C:11]2[CH:16]=[CH:15][N:14]=[CH:13][CH:12]=2)=O)=[CH:4][CH:3]=1.[NH2:17][C:18]1[C:19]([Cl:24])=[N:20][CH:21]=[CH:22][CH:23]=1.O.C1(C)C=CC(S(O)(=O)=O)=CC=1.C1(C)C=CC=CC=1.O. Product: [Cl:24][C:19]1[C:18]([NH:17][C:9]([C:11]2[CH:16]=[CH:15][N:14]=[CH:13][CH:12]=2)=[CH:8][C:5]2[CH:6]=[CH:7][C:2]([F:1])=[CH:3][CH:4]=2)=[CH:23][CH:22]=[CH:21][N:20]=1. The catalyst class is: 11. (3) Reactant: Cl/[C:2](/[N+]([O-])=O)=[CH:3]\[C:4]1[CH:9]=[CH:8][C:7]([O:10][CH3:11])=[CH:6][CH:5]=1.[OH:15][C:16]1[CH:21]=[C:20]([OH:22])[N:19]=[CH:18][N:17]=1.N12CCCN=C1CCCCC2. Product: [CH3:11][O:10][C:7]1[CH:8]=[CH:9][C:4]([C:3]2[C:21]3[C:20](=[O:22])[NH:19][CH:18]=[N:17][C:16]=3[O:15][CH:2]=2)=[CH:5][CH:6]=1. The catalyst class is: 8. (4) The catalyst class is: 11. Product: [NH2:8][C:7]1[C:18]([C:17]([O:23][CH2:24][CH3:25])=[O:22])=[C:19]([CH3:21])[N:1]=[C:2]2[S:3][CH:4]=[C:5]([C:9]3[CH:14]=[CH:13][CH:12]=[C:11]([O:15][CH3:16])[CH:10]=3)[C:6]=12. Reactant: [NH2:1][C:2]1[S:3][CH:4]=[C:5]([C:9]2[CH:14]=[CH:13][CH:12]=[C:11]([O:15][CH3:16])[CH:10]=2)[C:6]=1[C:7]#[N:8].[C:17]([O:23][CH2:24][CH3:25])(=[O:22])[CH2:18][C:19]([CH3:21])=O.Cl[Sn](Cl)(Cl)Cl. (5) Reactant: [CH2:1]([C@H:3]([NH:10][C:11]([C:13]1[C:22]2[C:17](=[CH:18][CH:19]=[CH:20][CH:21]=2)[N:16]=[C:15]([C:23]2[CH:28]=[CH:27][CH:26]=[CH:25][CH:24]=2)[C:14]=1[CH2:29][N:30]1[CH2:39][CH2:38][C:33]2(OCC[O:34]2)[CH2:32][CH2:31]1)=[O:12])[C:4]1[CH:9]=[CH:8][CH:7]=[CH:6][CH:5]=1)[CH3:2].[OH-].[Na+]. Product: [CH2:1]([C@H:3]([NH:10][C:11]([C:13]1[C:22]2[C:17](=[CH:18][CH:19]=[CH:20][CH:21]=2)[N:16]=[C:15]([C:23]2[CH:24]=[CH:25][CH:26]=[CH:27][CH:28]=2)[C:14]=1[CH2:29][N:30]1[CH2:31][CH2:32][C:33](=[O:34])[CH2:38][CH2:39]1)=[O:12])[C:4]1[CH:5]=[CH:6][CH:7]=[CH:8][CH:9]=1)[CH3:2]. The catalyst class is: 33. (6) Reactant: Br.Br[CH2:3][C:4]([C:6]1[C:15]2[C:10](=[CH:11][CH:12]=[CH:13][CH:14]=2)[N:9]=[CH:8][CH:7]=1)=O.[CH3:16][C:17]1[CH:18]=[C:19]([NH:23][C:24]([NH2:26])=[S:25])[CH:20]=[CH:21][CH:22]=1.N. The catalyst class is: 88. Product: [CH3:16][C:17]1[CH:18]=[C:19]([NH:23][C:24]2[S:25][CH:3]=[C:4]([C:6]3[C:15]4[C:10](=[CH:11][CH:12]=[CH:13][CH:14]=4)[N:9]=[CH:8][CH:7]=3)[N:26]=2)[CH:20]=[CH:21][CH:22]=1.